From a dataset of Reaction yield outcomes from USPTO patents with 853,638 reactions. Predict the reaction yield, written as a fraction of the theoretical maximum amount of product (1.0 means a 100% yield; for example, 0.34 means a 34% yield). (1) The reactants are [Br:1][C:2]1[C:3]([CH3:9])=[CH:4][C:5](Cl)=[N:6][CH:7]=1.[CH2:10]([S-:12])[CH3:11].[Na+].CN1C(=O)CCC1. The catalyst is O. The product is [Br:1][C:2]1[C:3]([CH3:9])=[CH:4][C:5]([S:12][CH2:10][CH3:11])=[N:6][CH:7]=1. The yield is 0.890. (2) The reactants are O.[NH2:2]N.C[N:5](/[CH:7]=[N:8]/[C:9]([C:11]1[C:19]2[N:18]=[C:17]([CH3:20])[N:16]([CH2:21][C:22]3[C:31]4[C:26](=[CH:27][CH:28]=[CH:29][CH:30]=4)[CH:25]=[CH:24][CH:23]=3)[C:15]=2[CH:14]=[C:13]([N:32]2[CH2:37][CH2:36][O:35][CH2:34][CH2:33]2)[CH:12]=1)=O)C.C([O-])([O-])=O.[Na+].[Na+]. The catalyst is C(O)(=O)C. The product is [CH3:20][C:17]1[N:16]([CH2:21][C:22]2[C:31]3[C:26](=[CH:27][CH:28]=[CH:29][CH:30]=3)[CH:25]=[CH:24][CH:23]=2)[C:15]2[CH:14]=[C:13]([N:32]3[CH2:33][CH2:34][O:35][CH2:36][CH2:37]3)[CH:12]=[C:11]([C:9]3[N:8]=[CH:7][NH:5][N:2]=3)[C:19]=2[N:18]=1. The yield is 0.720. (3) The reactants are [O:1]=[C:2]1[CH2:11][CH2:10][CH2:9][C:8]2[CH:7]=[C:6]([O:12][C:13]3[CH:20]=[CH:19][C:16]([C:17]#[N:18])=[CH:15][CH:14]=3)[CH:5]=[CH:4][C:3]1=2.[OH-:21].[K+]. The catalyst is C(O)(C)(C)C. The product is [O:1]=[C:2]1[CH2:11][CH2:10][CH2:9][C:8]2[CH:7]=[C:6]([O:12][C:13]3[CH:14]=[CH:15][C:16]([C:17]([NH2:18])=[O:21])=[CH:19][CH:20]=3)[CH:5]=[CH:4][C:3]1=2. The yield is 0.910. (4) The reactants are [NH2:1][C:2]1[CH:7]=[CH:6][C:5]([CH3:8])=[CH:4][C:3]=1[S:9]([NH2:12])(=[O:11])=[O:10].[Br:13][C:14]1[CH:19]=[CH:18][C:17]([CH2:20][CH2:21][S:22](Cl)(=[O:24])=[O:23])=[CH:16][CH:15]=1. The catalyst is N1C=CC=CC=1.C(OCC)(=O)C. The product is [Br:13][C:14]1[CH:15]=[CH:16][C:17]([CH2:20][CH2:21][S:22]([NH:1][C:2]2[CH:7]=[CH:6][C:5]([CH3:8])=[CH:4][C:3]=2[S:9]([NH2:12])(=[O:10])=[O:11])(=[O:24])=[O:23])=[CH:18][CH:19]=1. The yield is 0.380. (5) The reactants are [O:1]1[C:6]2([CH:11]=[CH:10][C:9](=[O:12])[CH:8]=[CH:7]2)[O:5][CH2:4][CH2:3][CH2:2]1.C(N(CC)CC)C.[H][H]. The catalyst is C1(C)C=CC=CC=1.[Pd]. The product is [O:1]1[C:6]2([CH2:11][CH2:10][C:9](=[O:12])[CH2:8][CH2:7]2)[O:5][CH2:4][CH2:3][CH2:2]1. The yield is 0.867. (6) The reactants are Cl.Cl.Cl.[CH2:4]1[C:13]2[C:8](=[CH:9][CH:10]=[N:11][CH:12]=2)[CH2:7][CH2:6][N:5]1[C:14]1[CH:20]=[CH:19][C:17]([NH2:18])=[CH:16][C:15]=1[CH3:21].C(N(CC)C(C)C)(C)C.[C:31]1([CH3:40])[CH:36]=[CH:35][CH:34]=[C:33]([N:37]=[C:38]=[O:39])[CH:32]=1. The catalyst is C(Cl)Cl. The product is [CH2:4]1[C:13]2[C:8](=[CH:9][CH:10]=[N:11][CH:12]=2)[CH2:7][CH2:6][N:5]1[C:14]1[CH:20]=[CH:19][C:17]([NH:18][C:38]([NH:37][C:33]2[CH:34]=[CH:35][CH:36]=[C:31]([CH3:40])[CH:32]=2)=[O:39])=[CH:16][C:15]=1[CH3:21]. The yield is 0.970. (7) The reactants are FC(F)(F)S(O[C:7]1[CH:19]=[CH:18][C:10]2[C:11]([C:14]([O:16][CH3:17])=[O:15])=[CH:12][S:13][C:9]=2[CH:8]=1)(=O)=O.[OH:22][C:23]1[CH:28]=[CH:27][C:26](B(O)O)=[CH:25][CH:24]=1.C(=O)([O-])[O-].[Na+].[Na+]. The catalyst is COCCOC. The product is [OH:22][C:23]1[CH:28]=[CH:27][C:26]([C:7]2[CH:19]=[CH:18][C:10]3[C:11]([C:14]([O:16][CH3:17])=[O:15])=[CH:12][S:13][C:9]=3[CH:8]=2)=[CH:25][CH:24]=1. The yield is 0.760. (8) The reactants are O.[OH-].[Li+].[O:4]=[S:5]1(=[O:25])[C:10]2[CH:11]=[CH:12][CH:13]=[CH:14][C:9]=2[CH:8]([C:15]2[CH:24]=[CH:23][C:18]([C:19]([O:21]C)=[O:20])=[CH:17][CH:16]=2)[CH2:7][CH2:6]1. The catalyst is O.C1COCC1.CO. The product is [O:4]=[S:5]1(=[O:25])[C:10]2[CH:11]=[CH:12][CH:13]=[CH:14][C:9]=2[CH:8]([C:15]2[CH:24]=[CH:23][C:18]([C:19]([OH:21])=[O:20])=[CH:17][CH:16]=2)[CH2:7][CH2:6]1. The yield is 0.980. (9) The reactants are [Cl-].O[NH3+:3].[C:4](=[O:7])([O-])[OH:5].[Na+].CS(C)=O.[CH2:13]([O:15][C:16]1[N:17]([CH2:34][C:35]2[CH:40]=[CH:39][C:38]([C:41]3[C:42]([C:47]#[N:48])=[CH:43][CH:44]=[CH:45][CH:46]=3)=[CH:37][CH:36]=2)[C:18](=[O:33])[C:19]([C:23]2[CH:28]=[CH:27][C:26]([O:29][CH:30]([CH3:32])[CH3:31])=[CH:25][CH:24]=2)=[C:20]([CH3:22])[N:21]=1)[CH3:14]. The catalyst is C(OCC)(=O)C. The product is [CH2:13]([O:15][C:16]1[N:17]([CH2:34][C:35]2[CH:36]=[CH:37][C:38]([C:41]3[CH:46]=[CH:45][CH:44]=[CH:43][C:42]=3[C:47]3[NH:3][C:4](=[O:7])[O:5][N:48]=3)=[CH:39][CH:40]=2)[C:18](=[O:33])[C:19]([C:23]2[CH:24]=[CH:25][C:26]([O:29][CH:30]([CH3:32])[CH3:31])=[CH:27][CH:28]=2)=[C:20]([CH3:22])[N:21]=1)[CH3:14]. The yield is 0.660.